From a dataset of Reaction yield outcomes from USPTO patents with 853,638 reactions. Predict the reaction yield, written as a fraction of the theoretical maximum amount of product (1.0 means a 100% yield; for example, 0.34 means a 34% yield). The reactants are C([Li])(CC)C.C1C[O:9][CH2:8]C1.[F:11][C:12]1[CH:17]=[CH:16][CH:15]=[CH:14][C:13]=1[O:18][CH3:19].CN(C=O)C. The catalyst is O.C(O)(=O)C. The product is [F:11][C:12]1[C:13]([O:18][CH3:19])=[CH:14][CH:15]=[CH:16][C:17]=1[CH:8]=[O:9]. The yield is 0.650.